This data is from Full USPTO retrosynthesis dataset with 1.9M reactions from patents (1976-2016). The task is: Predict the reactants needed to synthesize the given product. Given the product [ClH:26].[F:25][C@@H:13]1[C@H:12]([NH:11][C:9](=[O:10])[O:8][CH2:1][C:2]2[CH:7]=[CH:6][CH:5]=[CH:4][CH:3]=2)[CH2:17][CH2:16][NH:15][CH2:14]1, predict the reactants needed to synthesize it. The reactants are: [CH2:1]([O:8][C:9]([NH:11][C@@H:12]1[CH2:17][CH2:16][N:15](C(OC(C)(C)C)=O)[CH2:14][C@@H:13]1[F:25])=[O:10])[C:2]1[CH:7]=[CH:6][CH:5]=[CH:4][CH:3]=1.[ClH:26].